From a dataset of Catalyst prediction with 721,799 reactions and 888 catalyst types from USPTO. Predict which catalyst facilitates the given reaction. (1) Reactant: [NH2:1][NH:2][C:3]([NH2:5])=[O:4].C([O-])(=O)C.[Na+].[CH3:11][O:12][C:13]1[CH:18]=[CH:17][C:16]([C:19](=O)[C:20]([C:22]2[CH:27]=[CH:26][C:25]([O:28][CH3:29])=[CH:24][CH:23]=2)=O)=[CH:15][CH:14]=1.O. Product: [OH:4][C:3]1[N:2]=[N:1][C:20]([C:22]2[CH:27]=[CH:26][C:25]([O:28][CH3:29])=[CH:24][CH:23]=2)=[C:19]([C:16]2[CH:15]=[CH:14][C:13]([O:12][CH3:11])=[CH:18][CH:17]=2)[N:5]=1. The catalyst class is: 15. (2) Reactant: C[O:2][C:3]([CH2:5][CH2:6][CH2:7][CH2:8][CH2:9][CH2:10][CH2:11][O:12][C:13]1[C:14]([Se:27][C:28]2[CH:38]=[CH:37][C:31]([C:32]([O:34]CC)=[O:33])=[CH:30][CH:29]=2)=[CH:15][C:16]2[C:17]([CH3:26])([CH3:25])[CH2:18][CH2:19][C:20]([CH3:24])([CH3:23])[C:21]=2[CH:22]=1)=[O:4].[OH-].[Na+]. The catalyst class is: 219. Product: [C:3]([CH2:5][CH2:6][CH2:7][CH2:8][CH2:9][CH2:10][CH2:11][O:12][C:13]1[C:14]([Se:27][C:28]2[CH:38]=[CH:37][C:31]([C:32]([OH:34])=[O:33])=[CH:30][CH:29]=2)=[CH:15][C:16]2[C:17]([CH3:25])([CH3:26])[CH2:18][CH2:19][C:20]([CH3:24])([CH3:23])[C:21]=2[CH:22]=1)([OH:4])=[O:2]. (3) Reactant: Br[C:2]1[C:3]([F:21])=[C:4]([F:20])[C:5]([NH:12][C:13]2[CH:18]=[CH:17][CH:16]=[CH:15][C:14]=2[Cl:19])=[C:6]([CH:11]=1)[C:7]([O:9][CH3:10])=[O:8].C(N(CC)C(C)C)(C)C.CC1(C)C2C(=C(P(C3C=CC=CC=3)C3C=CC=CC=3)C=CC=2)OC2C(P(C3C=CC=CC=3)C3C=CC=CC=3)=CC=CC1=2.[CH2:73]([SH:80])[C:74]1[CH:79]=[CH:78][CH:77]=[CH:76][CH:75]=1. Product: [CH2:73]([S:80][C:2]1[C:3]([F:21])=[C:4]([F:20])[C:5]([NH:12][C:13]2[CH:18]=[CH:17][CH:16]=[CH:15][C:14]=2[Cl:19])=[C:6]([CH:11]=1)[C:7]([O:9][CH3:10])=[O:8])[C:74]1[CH:79]=[CH:78][CH:77]=[CH:76][CH:75]=1. The catalyst class is: 62. (4) Reactant: C1COCC1.Br[C:7]1([C:12]2[Se:13][CH:14]=[CH:15][C:16]=2[C:17]2[Se:18][CH:19]=[CH:20][C:21]=2[C:22]2[Se:23][CH:24]=[CH:25][C:26]=2[C:27]2[Se:28][CH:29]=[CH:30][C:31]=2[C:32]2[Se:33][CH:34]=[CH:35][C:36]=2[C:37]2[Se:38][CH:39]=[CH:40][C:41]=2[C:42]2[Se:43][CH:44]=[CH:45][CH:46]=2)[CH2:11][CH:10]=[CH:9][Se:8]1.[Mg].[CH2:48]([O:50][Si:51]([O:56][CH2:57][CH3:58])([O:53][CH2:54][CH3:55])Cl)[CH3:49]. Product: [CH2:48]([O:50][SiH:51]([O:56][CH2:57][CH3:58])[O:53][CH2:54][CH3:55])[CH3:49].[Se:8]1[CH:9]=[CH:10][CH:11]=[C:7]1[C:12]1[Se:13][CH:14]=[CH:15][C:16]=1[C:17]1[Se:18][CH:19]=[CH:20][C:21]=1[C:22]1[Se:23][CH:24]=[CH:25][C:26]=1[C:27]1[Se:28][CH:29]=[CH:30][C:31]=1[C:32]1[Se:33][CH:34]=[CH:35][C:36]=1[C:37]1[Se:38][CH:39]=[CH:40][C:41]=1[C:42]1[Se:43][CH:44]=[CH:45][CH:46]=1. The catalyst class is: 11. (5) Reactant: [C:1]([C:5]1[CH:6]=[N:7][NH:8][CH:9]=1)([CH3:4])([CH3:3])[CH3:2].C(N1C=C(C(C)(C)C)C=N1)(C)(C)C.[Li+].C[Si]([N-][Si](C)(C)C)(C)C.[C:33]([O:37][C:38](O[C:38]([O:37][C:33]([CH3:36])([CH3:35])[CH3:34])=[O:39])=[O:39])([CH3:36])([CH3:35])[CH3:34]. Product: [C:1]([C:5]1[CH:6]=[N:7][N:8]([C:38]([O:37][C:33]([CH3:36])([CH3:35])[CH3:34])=[O:39])[CH:9]=1)([CH3:4])([CH3:3])[CH3:2]. The catalyst class is: 1. (6) Reactant: Cl[C:2]1[C:11]2[CH2:10][CH2:9][CH2:8][CH2:7][C:6]=2[N:5]=[C:4]([NH2:12])[N:3]=1.C(N(CC)CC)C.CN(C)C=O.[CH2:25]([O:27][CH2:28][CH2:29][NH2:30])[CH3:26]. Product: [NH2:12][C:4]1[N:3]=[C:2]([NH:30][CH2:29][CH2:28][O:27][CH2:25][CH3:26])[C:11]2[CH2:10][CH2:9][CH2:8][CH2:7][C:6]=2[N:5]=1. The catalyst class is: 6. (7) Reactant: [F:1][C:2]([F:13])([F:12])[C:3]1[CH:11]=[CH:10][C:6]([C:7]([NH2:9])=[S:8])=[CH:5][CH:4]=1.Br[CH2:15][C:16](=O)[C:17]([O:19][CH2:20][CH3:21])=[O:18]. Product: [CH2:20]([O:19][C:17]([C:16]1[N:9]=[C:7]([C:6]2[CH:10]=[CH:11][C:3]([C:2]([F:1])([F:12])[F:13])=[CH:4][CH:5]=2)[S:8][CH:15]=1)=[O:18])[CH3:21]. The catalyst class is: 8.